This data is from Forward reaction prediction with 1.9M reactions from USPTO patents (1976-2016). The task is: Predict the product of the given reaction. (1) Given the reactants [F:1][C:2]1[CH:7]=[CH:6][C:5]([S:8]([N:11]([CH2:16][C:17]([OH:19])=O)[CH2:12][CH2:13][O:14][CH3:15])(=[O:10])=[O:9])=[CH:4][CH:3]=1.FC1C=CC(S(N(C)CC([NH:34][CH2:35][C:36]2[CH:41]=[C:40]([C:42]3[CH:47]=[CH:46][C:45]([C:48]([F:51])([F:50])[F:49])=[CH:44][CH:43]=3)[N:39]=[CH:38][N:37]=2)=O)(=O)=O)=CC=1.O.ON1C2C=CC=CC=2N=N1.C(N(CC)C(C)C)(C)C.CN(C(ON1N=NC2C=CC=CC1=2)=[N+](C)C)C.F[P-](F)(F)(F)(F)F, predict the reaction product. The product is: [F:1][C:2]1[CH:3]=[CH:4][C:5]([S:8]([N:11]([CH2:12][CH2:13][O:14][CH3:15])[CH2:16][C:17]([NH:34][CH2:35][C:36]2[CH:41]=[C:40]([C:42]3[CH:43]=[CH:44][C:45]([C:48]([F:51])([F:50])[F:49])=[CH:46][CH:47]=3)[N:39]=[CH:38][N:37]=2)=[O:19])(=[O:9])=[O:10])=[CH:6][CH:7]=1. (2) Given the reactants [NH2:1][C:2]1[C:6]2[C:7]([O:11][CH3:12])=[CH:8][CH:9]=[CH:10][C:5]=2[O:4][N:3]=1.[CH:13](OCC)(OCC)OCC.[BH4-].[Na+], predict the reaction product. The product is: [CH3:12][O:11][C:7]1[C:6]2[C:2]([NH:1][CH3:13])=[N:3][O:4][C:5]=2[CH:10]=[CH:9][CH:8]=1. (3) Given the reactants [CH3:1][N:2]1[C:10]2[C:5](=[CH:6][CH:7]=[CH:8][C:9]=2[C:11]([O:13]C)=[O:12])[CH:4]=[N:3]1.[OH-].[Na+], predict the reaction product. The product is: [CH3:1][N:2]1[C:10]2[C:5](=[CH:6][CH:7]=[CH:8][C:9]=2[C:11]([OH:13])=[O:12])[CH:4]=[N:3]1.